Dataset: Catalyst prediction with 721,799 reactions and 888 catalyst types from USPTO. Task: Predict which catalyst facilitates the given reaction. (1) Reactant: [CH:1](=O)[CH2:2][CH2:3]CCC.[F:8][C:9]([F:22])([F:21])[S:10]([CH2:13][S:14]([C:17]([F:20])([F:19])[F:18])(=[O:16])=[O:15])(=[O:12])=[O:11].[C:23]1([SiH3])[CH:28]=CC=C[CH:24]=1.S([O-])([O-])(=O)=O.[Mg+2]. Product: [F:19][C:17]([F:20])([F:18])[S:14]([C:13]([S:10]([C:9]([F:8])([F:21])[F:22])(=[O:11])=[O:12])([CH2:24][CH2:23][CH3:28])[CH2:1][CH2:2][CH3:3])(=[O:15])=[O:16]. The catalyst class is: 4. (2) Reactant: [CH3:1][O:2][C:3]1[CH:8]=[C:7]([C:9](C)([CH2:11][CH2:12][CH2:13][CH2:14]C)C)[CH:6]=[C:5]([O:17][CH3:18])[C:4]=1[B:19]1[O:23][C:22]([CH3:25])([CH3:24])[C:21]([CH3:27])([CH3:26])[O:20]1.[Li]CCCC.B1(OC(C)C)OC(C)(C)C(C)(C)O1. Product: [CH3:1][O:2][C:3]1[CH:8]=[C:7]([CH2:9][CH2:11][CH2:12][CH2:13][CH3:14])[CH:6]=[C:5]([O:17][CH3:18])[C:4]=1[B:19]1[O:20][C:21]([CH3:27])([CH3:26])[C:22]([CH3:24])([CH3:25])[O:23]1. The catalyst class is: 1. (3) Reactant: [C:1]1([CH:7]2[CH2:11][NH:10][C:9](=[O:12])[CH2:8]2)[CH:6]=[CH:5][CH:4]=[CH:3][CH:2]=1.[H-].[Na+].[CH2:15](Br)[C:16]1[CH:21]=[CH:20][CH:19]=[CH:18][CH:17]=1. Product: [CH2:15]([N:10]1[CH2:11][CH:7]([C:1]2[CH:2]=[CH:3][CH:4]=[CH:5][CH:6]=2)[CH2:8][C:9]1=[O:12])[C:16]1[CH:21]=[CH:20][CH:19]=[CH:18][CH:17]=1. The catalyst class is: 7. (4) Reactant: [CH3:1][CH:2]([CH3:38])[CH:3]([N:33]1[CH2:37][CH2:36][CH2:35][CH2:34]1)[CH2:4][O:5][C:6]1[CH:7]=[C:8]2[C:13](=[CH:14][CH:15]=1)[CH:12]=[C:11]([C:16]1[C:24]3[C:19](=[CH:20][CH:21]=[C:22]([C:25]#[N:26])[CH:23]=3)[N:18](C3CCCCO3)[N:17]=1)[CH:10]=[CH:9]2.[CH3:39][C:40]([CH3:47])([CH3:46])[CH2:41][C:42]([NH:44][NH2:45])=O.C(N(CC)CC)C. Product: [CH3:39][C:40]([CH3:47])([CH3:46])[CH2:41][C:42]1[NH:44][N:45]=[C:25]([C:22]2[CH:21]=[C:20]3[C:19](=[CH:24][CH:23]=2)[NH:18][N:17]=[C:16]3[C:11]2[CH:12]=[CH:13][C:8]3[C:9](=[CH:14][CH:15]=[C:6]([O:5][CH2:4][C@@H:3]([N:33]4[CH2:37][CH2:36][CH2:35][CH2:34]4)[CH:2]([CH3:38])[CH3:1])[CH:7]=3)[CH:10]=2)[N:26]=1. The catalyst class is: 8. (5) Reactant: [C:1]1([NH2:8])[CH:6]=[CH:5][CH:4]=[CH:3][C:2]=1[NH2:7].[F:9][C:10]1[CH:15]=[CH:14][C:13]([N:16]=[C:17]=[O:18])=[CH:12][CH:11]=1. Product: [NH2:7][C:2]1[CH:3]=[CH:4][CH:5]=[CH:6][C:1]=1[NH:8][C:17]([NH:16][C:13]1[CH:14]=[CH:15][C:10]([F:9])=[CH:11][CH:12]=1)=[O:18]. The catalyst class is: 10. (6) Reactant: [CH2:1]1[N:6]([CH:7]([C:10]2[CH:11]=[N:12][CH:13]=[CH:14][CH:15]=2)[C:8]#[N:9])[CH2:5][CH2:4][N:3]2[CH2:16][CH2:17][CH2:18][C@H:2]12.S(=O)(=O)(O)[OH:20].N. Product: [CH2:1]1[N:6]([CH:7]([C:10]2[CH:11]=[N:12][CH:13]=[CH:14][CH:15]=2)[C:8]([NH2:9])=[O:20])[CH2:5][CH2:4][N:3]2[CH2:16][CH2:17][CH2:18][C@H:2]12. The catalyst class is: 805. (7) Reactant: C(OC([N:8]1[CH2:13][CH:12]=[C:11](OS(C(F)(F)F)(=O)=O)[CH2:10][CH2:9]1)=O)(C)(C)C.[Cl:22][C:23]1[CH:24]=[C:25](OB(O)O)[CH:26]=[CH:27][C:28]=1[F:29].[Cl-].[Li+].C(=O)([O-])[O-].[Na+].[Na+].C(=O)([O-])O.[Na+]. Product: [Cl:22][C:23]1[CH:24]=[C:25]([C:11]2[CH2:10][CH2:9][NH:8][CH2:13][CH:12]=2)[CH:26]=[CH:27][C:28]=1[F:29]. The catalyst class is: 216. (8) Reactant: C(=O)([O-])[O-].[K+].[K+].[C:7]1([CH:14]=[CH:13][CH:12]=[C:10]([OH:11])[CH:9]=1)[OH:8].[CH3:15][O:16][C:17]1[CH:24]=[CH:23][C:20]([CH2:21]Cl)=[CH:19][CH:18]=1. Product: [CH3:15][O:16][C:17]1[CH:24]=[CH:23][C:20]([CH2:21][O:8][C:7]2[CH:9]=[C:10]([OH:11])[CH:12]=[CH:13][CH:14]=2)=[CH:19][CH:18]=1. The catalyst class is: 10. (9) Reactant: [F:1][C:2]1[CH:3]=[CH:4][C:5]([C:9]2[NH:10][CH:11]=[CH:12][N:13]=2)=[C:6]([OH:8])[CH:7]=1.CN(C)C=O.C(=O)([O-])[O-].[Cs+].[Cs+].Br[CH2:26][CH2:27]Br. The catalyst class is: 6. Product: [F:1][C:2]1[CH:3]=[CH:4][C:5]2[C:9]3[N:13]([CH:12]=[CH:11][N:10]=3)[CH2:26][CH2:27][O:8][C:6]=2[CH:7]=1. (10) Reactant: C([O:4][C:5]1[C:14]([CH3:15])=[C:13]2[C:8]([C:9]([CH3:29])=[C:10]([CH2:17][N:18]3[C:22](=[O:23])[C:21]4=[CH:24][CH:25]=[CH:26][CH:27]=[C:20]4[C:19]3=[O:28])[C:11](=[O:16])[O:12]2)=[CH:7][CH:6]=1)(=O)C.OS(O)(=O)=O. Product: [OH:4][C:5]1[C:14]([CH3:15])=[C:13]2[C:8]([C:9]([CH3:29])=[C:10]([CH2:17][N:18]3[C:19](=[O:28])[C:20]4=[CH:27][CH:26]=[CH:25][CH:24]=[C:21]4[C:22]3=[O:23])[C:11](=[O:16])[O:12]2)=[CH:7][CH:6]=1. The catalyst class is: 5.